This data is from Reaction yield outcomes from USPTO patents with 853,638 reactions. The task is: Predict the reaction yield, written as a fraction of the theoretical maximum amount of product (1.0 means a 100% yield; for example, 0.34 means a 34% yield). (1) The reactants are OC[CH:3]1[CH2:8][CH2:7][CH:6]([C:9]([NH:11][CH:12]([CH3:14])[CH3:13])=[O:10])[CH2:5][CH2:4]1.[H-].[Na+].[N+:17]([C:20]1[CH:27]=[CH:26][CH:25]=[C:24]([N+]([O-])=O)[C:21]=1[C:22]#[N:23])([O-:19])=[O:18].C1C[O:34][CH2:33]C1. No catalyst specified. The product is [C:22]([C:21]1[C:20]([N+:17]([O-:19])=[O:18])=[CH:27][CH:26]=[CH:25][C:24]=1[O:34][CH2:33][C:6]1([C:9]([NH:11][CH:12]([CH3:13])[CH3:14])=[O:10])[CH2:5][CH2:4][CH2:3][CH2:8][CH2:7]1)#[N:23]. The yield is 0.710. (2) The reactants are [C:1]([N:4]1[C:12]2[C:7](=[CH:8][CH:9]=[CH:10][CH:11]=2)[C:6]([CH2:13][C:14]([O:16][CH2:17][CH3:18])=[O:15])=[C:5]1[CH2:19]Br)(=[O:3])[CH3:2].[C:21](=[S:24])([O-:23])[CH3:22].[K+]. The catalyst is CC(C)=O.CCOC(C)=O. The product is [C:1]([N:4]1[C:12]2[C:7](=[CH:8][CH:9]=[CH:10][CH:11]=2)[C:6]([CH2:13][C:14]([O:16][CH2:17][CH3:18])=[O:15])=[C:5]1[CH2:19][S:24][C:21](=[O:23])[CH3:22])(=[O:3])[CH3:2]. The yield is 0.840.